From a dataset of Reaction yield outcomes from USPTO patents with 853,638 reactions. Predict the reaction yield, written as a fraction of the theoretical maximum amount of product (1.0 means a 100% yield; for example, 0.34 means a 34% yield). (1) The catalyst is [Br-].C([N+](CCCC)(CCCC)CCCC)CCC.ClCCl. The product is [Cl:13][CH2:14][CH2:15][CH2:16][CH2:17][N:3]1[C:4]2[CH:10]=[CH:9][CH:8]=[CH:7][C:5]=2[N:6]=[C:2]1[CH3:1]. The yield is 0.615. The reactants are [CH3:1][C:2]1[NH:6][C:5]2[CH:7]=[CH:8][CH:9]=[CH:10][C:4]=2[N:3]=1.[OH-].[Na+].[Cl:13][CH2:14][CH2:15][CH2:16][CH2:17]Br. (2) The reactants are [Cl:1][C:2]1[CH:7]=[CH:6][C:5]([C:8]2[O:12][C:11]([CH3:13])=[C:10]([CH:14]([CH:25]3[CH2:30][CH2:29][CH2:28][CH2:27][CH2:26]3)[O:15][C:16]3[CH:24]=[CH:23][C:19]([C:20](O)=[O:21])=[CH:18][CH:17]=3)[CH:9]=2)=[C:4]([CH3:31])[CH:3]=1.[CH3:32][NH:33][CH2:34][CH2:35][C:36]([O:38]CC)=[O:37]. No catalyst specified. The product is [Cl:1][C:2]1[CH:7]=[CH:6][C:5]([C:8]2[O:12][C:11]([CH3:13])=[C:10]([CH:14]([CH:25]3[CH2:26][CH2:27][CH2:28][CH2:29][CH2:30]3)[O:15][C:16]3[CH:24]=[CH:23][C:19]([C:20]([N:33]([CH3:32])[CH2:34][CH2:35][C:36]([OH:38])=[O:37])=[O:21])=[CH:18][CH:17]=3)[CH:9]=2)=[C:4]([CH3:31])[CH:3]=1. The yield is 0.990. (3) The reactants are [F:1][C:2]1[CH:7]=[C:6](I)[CH:5]=[CH:4][C:3]=1[N:9]1[CH:14]=[C:13]([O:15][CH3:16])[C:12](=[O:17])[C:11]([C:18]2[N:22]([C:23]3[CH:28]=[CH:27][CH:26]=[CH:25][CH:24]=3)[N:21]=[CH:20][CH:19]=2)=[N:10]1.Cl.[F:30][CH:31]1[CH2:34][NH:33][CH2:32]1.O(C(C)(C)C)[Na].CC1(C)C2C(=C(P(C3C=CC=CC=3)C3C=CC=CC=3)C=CC=2)OC2C(P(C3C=CC=CC=3)C3C=CC=CC=3)=CC=CC1=2. The catalyst is O1CCOCC1.C([O-])(O)=O.[Na+].C1C=CC(/C=C/C(/C=C/C2C=CC=CC=2)=O)=CC=1.C1C=CC(/C=C/C(/C=C/C2C=CC=CC=2)=O)=CC=1.C1C=CC(/C=C/C(/C=C/C2C=CC=CC=2)=O)=CC=1.[Pd].[Pd]. The product is [F:1][C:2]1[CH:7]=[C:6]([N:33]2[CH2:34][CH:31]([F:30])[CH2:32]2)[CH:5]=[CH:4][C:3]=1[N:9]1[CH:14]=[C:13]([O:15][CH3:16])[C:12](=[O:17])[C:11]([C:18]2[N:22]([C:23]3[CH:28]=[CH:27][CH:26]=[CH:25][CH:24]=3)[N:21]=[CH:20][CH:19]=2)=[N:10]1. The yield is 0.400. (4) The reactants are [NH2:1][C:2]1[CH:34]=[CH:33][C:5]([C:6]([O:8][CH2:9][CH2:10][O:11][C:12](=[O:32])[CH2:13][CH2:14][C@H:15]([N:19]2[C:31]3[CH:30]=[CH:29][CH:28]=[CH:27][C:26]=3[C:25]3[C:20]2=[CH:21][CH:22]=[CH:23][CH:24]=3)[C:16]([OH:18])=[O:17])=[O:7])=[CH:4][CH:3]=1.Cl.N([O-])=O.[Na+].[N-:40]=[N+:41]=[N-].[Na+]. The catalyst is CC(C)=O.O. The product is [N:1]([C:2]1[CH:3]=[CH:4][C:5]([C:6]([O:8][CH2:9][CH2:10][O:11][C:12](=[O:32])[CH2:13][CH2:14][C@H:15]([N:19]2[C:20]3[CH:21]=[CH:22][CH:23]=[CH:24][C:25]=3[C:26]3[C:31]2=[CH:30][CH:29]=[CH:28][CH:27]=3)[C:16]([OH:18])=[O:17])=[O:7])=[CH:33][CH:34]=1)=[N+:40]=[N-:41]. The yield is 0.850.